Predict which catalyst facilitates the given reaction. From a dataset of Catalyst prediction with 721,799 reactions and 888 catalyst types from USPTO. (1) Reactant: BrC1C=CC(N([C:13]2[C:32](C3CC3)=[CH:31][C:16]3[C:17]([C:27]([NH:29]C)=[O:28])=[C:18](C4C=CC(F)=CC=4)[O:19][C:15]=3[CH:14]=2)S(C)(=O)=O)=CC=1.C([O-])(=O)C.[K+].B1(B2OC(C)(C)C(C)(C)O2)OC(C)(C)C(C)(C)O1. Product: [O:19]1[C:15]2[CH:14]=[CH:13][CH:32]=[CH:31][C:16]=2[C:17]([C:27]([NH2:29])=[O:28])=[CH:18]1. The catalyst class is: 12. (2) Reactant: [NH2:1][C@@H:2]1[C:16](=[O:17])[N:15]2[CH2:18][C@H:19]([O:21][C:22]3[C:31]4[C:26](=[C:27]([CH3:34])[C:28]([O:32][CH3:33])=[CH:29][CH:30]=4)[N:25]=[C:24]([C:35]4[S:36][CH:37]=[C:38]([CH:40]5[CH2:42][CH2:41]5)[N:39]=4)[CH:23]=3)[CH2:20][C@H:14]2[C:13](=[O:43])[NH:12][C@:11]2([C:45]([NH:47][S:48]([CH:51]3[CH2:53][CH2:52]3)(=[O:50])=[O:49])=[O:46])[CH2:44][C@H:10]2[CH:9]=[CH:8][CH2:7][CH2:6][CH2:5][CH2:4][CH2:3]1.[CH2:54]([N:56]([CH2:60][CH3:61])[C:57](Cl)=[O:58])[CH3:55]. Product: [CH:51]1([S:48]([NH:47][C:45]([C@@:11]23[CH2:44][C@H:10]2[CH:9]=[CH:8][CH2:7][CH2:6][CH2:5][CH2:4][CH2:3][C@H:2]([NH:1][C:57]([N:56]([CH2:60][CH3:61])[CH2:54][CH3:55])=[O:58])[C:16](=[O:17])[N:15]2[CH2:18][C@H:19]([O:21][C:22]4[C:31]5[C:26](=[C:27]([CH3:34])[C:28]([O:32][CH3:33])=[CH:29][CH:30]=5)[N:25]=[C:24]([C:35]5[S:36][CH:37]=[C:38]([CH:40]6[CH2:41][CH2:42]6)[N:39]=5)[CH:23]=4)[CH2:20][C@H:14]2[C:13](=[O:43])[NH:12]3)=[O:46])(=[O:49])=[O:50])[CH2:53][CH2:52]1. The catalyst class is: 2. (3) Reactant: [Cl:1][C:2]1[S:6][C:5]([C:7]([NH:9][C@@:10]2([C:15]([OH:17])=O)[CH2:14][CH2:13][O:12][CH2:11]2)=[O:8])=[CH:4][CH:3]=1.[CH3:18][N:19]1[CH2:25][CH2:24][C:23]2[CH:26]=[C:27]([NH2:30])[CH:28]=[CH:29][C:22]=2[CH2:21][CH2:20]1.CCCP(O)(O)=O. Product: [Cl:1][C:2]1[S:6][C:5]([C:7]([NH:9][C@@:10]2([C:15]([NH:30][C:27]3[CH:28]=[CH:29][C:22]4[CH2:21][CH2:20][N:19]([CH3:18])[CH2:25][CH2:24][C:23]=4[CH:26]=3)=[O:17])[CH2:14][CH2:13][O:12][CH2:11]2)=[O:8])=[CH:4][CH:3]=1. The catalyst class is: 1. (4) Reactant: [NH:1]1[CH2:6][CH2:5][CH:4]([C:7]([NH2:9])=[O:8])[CH2:3][CH2:2]1.C(N(CC)C(C)C)(C)C.Cl[C:20]1[N:25]=[CH:24][N:23]=[C:22]([O:26][C:27]2[CH:53]=[CH:52][CH:51]=[CH:50][C:28]=2[CH2:29][NH:30][C:31]([NH:33][C:34]2[N:38]([C:39]3[CH:44]=[CH:43][C:42]([CH3:45])=[CH:41][CH:40]=3)[N:37]=[C:36]([C:46]([CH3:49])([CH3:48])[CH3:47])[CH:35]=2)=[O:32])[CH:21]=1.C(=O)(O)[O-].[Na+]. Product: [C:46]([C:36]1[CH:35]=[C:34]([NH:33][C:31](=[O:32])[NH:30][CH2:29][C:28]2[CH:50]=[CH:51][CH:52]=[CH:53][C:27]=2[O:26][C:22]2[N:23]=[CH:24][N:25]=[C:20]([N:1]3[CH2:6][CH2:5][CH:4]([C:7]([NH2:9])=[O:8])[CH2:3][CH2:2]3)[CH:21]=2)[N:38]([C:39]2[CH:44]=[CH:43][C:42]([CH3:45])=[CH:41][CH:40]=2)[N:37]=1)([CH3:49])([CH3:47])[CH3:48]. The catalyst class is: 8. (5) Reactant: [NH2:1][C:2]1[N:7]=[CH:6][C:5]([Cl:8])=[CH:4][N:3]=1.[Cl:9][CH:10]([Cl:14])[C:11](Cl)=[O:12].C(=O)([O-])O.[Na+]. Product: [Cl:9][CH:10]([Cl:14])[C:11]([NH:1][C:2]1[N:7]=[CH:6][C:5]([Cl:8])=[CH:4][N:3]=1)=[O:12]. The catalyst class is: 9. (6) Product: [Br-:19].[Cl:1][C:2]1[CH:18]=[CH:17][CH:16]=[CH:15][C:3]=1[CH2:4][O:5][C:6]1[CH:13]=[CH:12][C:11]([F:14])=[CH:10][C:7]=1[CH2:8][P+:26]([C:27]1[CH:28]=[CH:29][CH:30]=[CH:31][CH:32]=1)([C:33]1[CH:38]=[CH:37][CH:36]=[CH:35][CH:34]=1)[C:20]1[CH:21]=[CH:22][CH:23]=[CH:24][CH:25]=1. Reactant: [Cl:1][C:2]1[CH:18]=[CH:17][CH:16]=[CH:15][C:3]=1[CH2:4][O:5][C:6]1[CH:13]=[CH:12][C:11]([F:14])=[CH:10][C:7]=1[CH2:8]O.[BrH:19].[C:20]1([P:26]([C:33]2[CH:38]=[CH:37][CH:36]=[CH:35][CH:34]=2)[C:27]2[CH:32]=[CH:31][CH:30]=[CH:29][CH:28]=2)[CH:25]=[CH:24][CH:23]=[CH:22][CH:21]=1. The catalyst class is: 10. (7) The catalyst class is: 3. Reactant: [OH:1][C:2]1[N:6]([C:7]2[CH:12]=[CH:11][CH:10]=[CH:9][CH:8]=2)[N:5]=[C:4]([C:13]([OH:15])=[O:14])[CH:3]=1.[C:16](=O)([O-])[O-].[Cs+].[Cs+].IC. Product: [CH3:16][O:1][C:2]1[N:6]([C:7]2[CH:12]=[CH:11][CH:10]=[CH:9][CH:8]=2)[N:5]=[C:4]([C:13]([OH:15])=[O:14])[CH:3]=1. (8) Reactant: [Cl:1][C:2]1[CH:7]=[CH:6][C:5]([CH2:8][C:9]([OH:11])=O)=[CH:4][CH:3]=1.C1(B(O)O)C=CC=CC=1.B(O)(O)O.[NH2:25][CH2:26][CH:27]([OH:29])[CH3:28]. Product: [Cl:1][C:2]1[CH:3]=[CH:4][C:5]([CH2:8][C:9]([NH:25][CH2:26][CH:27]([OH:29])[CH3:28])=[O:11])=[CH:6][CH:7]=1. The catalyst class is: 226. (9) Reactant: [C:1]([O:5][C:6]([NH:8][C@H:9]([C:18]([O:20][CH3:21])=[O:19])[CH2:10][C:11]1[CH:16]=[CH:15][C:14]([OH:17])=[CH:13][CH:12]=1)=[O:7])([CH3:4])([CH3:3])[CH3:2].C1(P(C2C=CC=CC=2)C2C=CC=CC=2)C=CC=CC=1.O[CH:42]1[CH2:47][CH2:46][N:45]([C:48]2[CH:53]=[CH:52][CH:51]=[CH:50][CH:49]=2)[CH2:44][CH2:43]1. Product: [C:1]([O:5][C:6]([NH:8][C@H:9]([C:18]([O:20][CH3:21])=[O:19])[CH2:10][C:11]1[CH:12]=[CH:13][C:14]([O:17][CH:42]2[CH2:47][CH2:46][N:45]([C:48]3[CH:53]=[CH:52][CH:51]=[CH:50][CH:49]=3)[CH2:44][CH2:43]2)=[CH:15][CH:16]=1)=[O:7])([CH3:3])([CH3:4])[CH3:2]. The catalyst class is: 2. (10) Reactant: CC1[NH:6][CH2:5][C:4]2([CH2:11][CH2:10][N:9]([CH3:12])[CH2:8][CH2:7]2)[O:3]1.[NH2:13][CH2:14][C:15]1([OH:22])[CH2:20][CH2:19][N:18]([CH3:21])[CH2:17][CH2:16]1.C(=O)C. Product: [CH3:7][CH:4]1[CH2:5][NH:6][C:15]2([CH2:16][CH2:17][N:18]([CH3:21])[CH2:19][CH2:20]2)[O:22]1.[NH2:13][CH2:14][CH:15]([OH:22])[CH3:16].[CH3:12][N:9]1[CH2:10][CH2:11][C:4](=[O:3])[CH2:7][CH2:8]1. The catalyst class is: 4.